This data is from Full USPTO retrosynthesis dataset with 1.9M reactions from patents (1976-2016). The task is: Predict the reactants needed to synthesize the given product. (1) Given the product [Br:1][C:2]1[CH:7]=[CH:6][C:5]([S:12][CH3:11])=[CH:4][C:3]=1[O:9][CH3:10], predict the reactants needed to synthesize it. The reactants are: [Br:1][C:2]1[CH:7]=[CH:6][C:5](F)=[CH:4][C:3]=1[O:9][CH3:10].[CH3:11][S-:12].[Na+].CI.O. (2) The reactants are: [I:1][C:2]1[CH:7]=[CH:6][C:5]([NH2:8])=[CH:4][CH:3]=1.[Li+].C[Si]([N-][Si](C)(C)C)(C)C.[CH2:19]([O:22][C:23]1[CH:28]=[C:27]([F:29])[C:26]([F:30])=[C:25](F)[C:24]=1[N+:32]([O-:34])=[O:33])[CH:20]=[CH2:21]. Given the product [CH2:19]([O:22][C:23]1[C:24]([N+:32]([O-:34])=[O:33])=[C:25]([NH:8][C:5]2[CH:6]=[CH:7][C:2]([I:1])=[CH:3][CH:4]=2)[C:26]([F:30])=[C:27]([F:29])[CH:28]=1)[CH:20]=[CH2:21], predict the reactants needed to synthesize it. (3) Given the product [C:18]([O:17][C:15]([NH:14][C:11]1[CH:10]=[CH:9][C:8]([S:5]([CH:4]([CH2:23][CH2:24][N:28]2[C:29](=[O:36])[C:30]3[CH:35]=[CH:34][CH:33]=[CH:32][C:31]=3[N:26]=[N:27]2)[C:3]([O:2][CH3:1])=[O:22])(=[O:7])=[O:6])=[CH:13][CH:12]=1)=[O:16])([CH3:19])([CH3:21])[CH3:20], predict the reactants needed to synthesize it. The reactants are: [CH3:1][O:2][C:3](=[O:22])[CH2:4][S:5]([C:8]1[CH:13]=[CH:12][C:11]([NH:14][C:15]([O:17][C:18]([CH3:21])([CH3:20])[CH3:19])=[O:16])=[CH:10][CH:9]=1)(=[O:7])=[O:6].[CH2:23](Br)[CH3:24].[N:26]1[C:31]2[CH:32]=[CH:33][CH:34]=[CH:35][C:30]=2[C:29](=[O:36])[NH:28][N:27]=1.C(=O)([O-])[O-].[K+].[K+]. (4) The reactants are: [CH2:1]([O:5][CH2:6][CH2:7][O:8][C:9]1[CH:14]=[CH:13][C:12]([C:15]2[CH:16]=[CH:17][C:18]3[N:24](C(=O)C(F)(F)F)[CH2:23][CH2:22][C:21]([C:31]([NH:33][C:34]4[CH:39]=[CH:38][C:37]([CH:40]([OH:49])[C:41]5[CH:46]=[CH:45][CH:44]=[C:43]([CH3:47])[N+:42]=5[O-:48])=[CH:36][CH:35]=4)=[O:32])=[CH:20][C:19]=3[CH:50]=2)=[CH:11][CH:10]=1)[CH2:2][CH2:3][CH3:4].[BH4-].[Na+].O. Given the product [CH2:1]([O:5][CH2:6][CH2:7][O:8][C:9]1[CH:10]=[CH:11][C:12]([C:15]2[CH:16]=[CH:17][C:18]3[NH:24][CH2:23][CH2:22][C:21]([C:31]([NH:33][C:34]4[CH:35]=[CH:36][C:37]([CH:40]([OH:49])[C:41]5[CH:46]=[CH:45][CH:44]=[C:43]([CH3:47])[N+:42]=5[O-:48])=[CH:38][CH:39]=4)=[O:32])=[CH:20][C:19]=3[CH:50]=2)=[CH:13][CH:14]=1)[CH2:2][CH2:3][CH3:4], predict the reactants needed to synthesize it. (5) Given the product [Cl:24][C:8]1[C:7]([CH3:25])=[C:6]([C:26](=[O:28])[CH3:27])[C:5]([O:4][CH2:3][CH2:2][N:29]2[CH2:34][CH2:33][O:32][CH2:31][CH2:30]2)=[C:10]([O:11][CH2:12][CH2:13][CH2:14][C:15]2[CH:20]=[CH:19][C:18]([F:21])=[CH:17][CH:16]=2)[C:9]=1[O:22][CH3:23], predict the reactants needed to synthesize it. The reactants are: Br[CH2:2][CH2:3][O:4][C:5]1[C:10]([O:11][CH2:12][CH2:13][CH2:14][C:15]2[CH:20]=[CH:19][C:18]([F:21])=[CH:17][CH:16]=2)=[C:9]([O:22][CH3:23])[C:8]([Cl:24])=[C:7]([CH3:25])[C:6]=1[C:26](=[O:28])[CH3:27].[NH:29]1[CH2:34][CH2:33][O:32][CH2:31][CH2:30]1. (6) The reactants are: [C:1]([O:5][C:6](=[O:13])[NH:7][CH2:8][CH2:9][CH2:10][CH2:11][NH2:12])([CH3:4])([CH3:3])[CH3:2].[CH2:14]([N:17]1[C:21]2[CH:22]=[CH:23][CH:24]=[CH:25][C:20]=2[N:19]=[C:18]1[CH:26]=O)[CH:15]=[CH2:16]. Given the product [C:1]([O:5][C:6](=[O:13])[NH:7][CH2:8][CH2:9][CH2:10][CH2:11][NH:12][CH2:26][C:18]1[N:17]([CH2:14][CH:15]=[CH2:16])[C:21]2[CH:22]=[CH:23][CH:24]=[CH:25][C:20]=2[N:19]=1)([CH3:4])([CH3:2])[CH3:3], predict the reactants needed to synthesize it. (7) The reactants are: [CH3:1][O:2][C:3](=[O:19])[C@H:4]([CH2:13][CH2:14][C:15]([O:17][CH3:18])=[O:16])[NH:5][C:6]([O:8][C:9]([CH3:12])([CH3:11])[CH3:10])=[O:7].[Li].C[Si]([N-][Si](C)(C)C)(C)C.[CH2:30](Br)[CH:31]=[CH2:32]. Given the product [CH3:1][O:2][C:3](=[O:19])[C@@H:4]([NH:5][C:6]([O:8][C:9]([CH3:11])([CH3:12])[CH3:10])=[O:7])[CH2:13][C@H:14]([CH2:32][CH:31]=[CH2:30])[C:15]([O:17][CH3:18])=[O:16], predict the reactants needed to synthesize it. (8) Given the product [CH3:35][C:29]1[C:30]([CH3:34])=[CH:31][CH:32]=[CH:33][C:28]=1[N:22]1[C:23](=[O:24])[C:13]2=[N:12][N:11]([CH2:10][C:9]3[CH:8]=[CH:7][C:6]([N:1]4[CH:5]=[CH:4][CH:3]=[N:2]4)=[CH:26][CH:25]=3)[C:20]3[CH:19]=[CH:18][CH:17]=[CH:16][C:15]=3[C:14]2=[N:21]1, predict the reactants needed to synthesize it. The reactants are: [N:1]1([C:6]2[CH:26]=[CH:25][C:9]([CH2:10][N:11]3[C:20]4[CH:19]=[CH:18][CH:17]=[CH:16][C:15]=4[C:14]4=[N:21][NH:22][C:23](=[O:24])[C:13]4=[N:12]3)=[CH:8][CH:7]=2)[CH:5]=[CH:4][CH:3]=[N:2]1.I[C:28]1[CH:33]=[CH:32][CH:31]=[C:30]([CH3:34])[C:29]=1[CH3:35].P([O-])([O-])([O-])=O.[K+].[K+].[K+].CN[C@@H]1CCCC[C@H]1NC.C(=O)(O)[O-].[Na+].